From a dataset of Drug-target binding data from BindingDB using IC50 measurements. Regression. Given a target protein amino acid sequence and a drug SMILES string, predict the binding affinity score between them. We predict pIC50 (pIC50 = -log10(IC50 in M); higher means more potent). Dataset: bindingdb_ic50. (1) The small molecule is O=C(O)c1nc(-c2ccc(Cl)cc2)[nH]c(=O)c1O. The target protein (P00582) has sequence MVQIPQNPLILVDGSSYLYRAYHAFPPLTNSAGEPTGAMYGVLNMLRSLIMQYKPTHAAVVFDAKGKTFRDELFEHYKSHRPPMPDDLRAQIEPLHAMVKAMGLPLLAVSGVEADDVIGTLAREAEKAGRPVLISTGDKDMAQLVTPNITLINTMTNTILGPEEVVNKYGVPPELIIDFLALMGDSSDNIPGVPGVGEKTAQALLQGLGGLDTLYAEPEKIAGLSFRGAKTMAAKLEQNKEVAYLSYQLATIKTDVELELTCEQLEVQQPAAEELLGLFKKYEFKRWTADVEAGKWLQAKGAKPAAKPQETSVADEAPEVTATVISYDNYVTILDEETLKAWIAKLEKAPVFAFDTETDSLDNISANLVGLSFAIEPGVAAYIPVAHDYLDAPDQISRERALELLKPLLEDEKALKVGQNLKYDRGILANYGIELRGIAFDTMLESYILNSVAGRHDMDSLAERWLKHKTITFEEIAGKGKNQLTFNQIALEEAGRYAAE.... The pIC50 is 4.0. (2) The drug is CC(C(=O)O)N1C(=O)/C(=C/C=C/c2ccco2)SC1=S. The target protein (Q01970) has sequence MAGAQPGVHALQLEPPTVVETLRRGSKFIKWDEETSSRNLVTLRVDPNGFFLYWTGPNMEVDTLDISSIRDTRTGRYARLPKDPKIREVLGFGGPDARLEEKLMTVVSGPDPVNTVFLNFMAVQDDTAKVWSEELFKLAMNILAQNASRNTFLRKAYTKLKLQVNQDGRIPVKNILKMFSADKKRVETALESCGLKFNRSESIRPDEFSLEIFERFLNKLCLRPDIDKILLEIGAKGKPYLTLEQLMDFINQKQRDPRLNEVLYPPLRPSQARLLIEKYEPNQQFLERDQMSMEGFSRYLGGEENGILPLEALDLSTDMTQPLSAYFINSSHNTYLTAGQLAGTSSVEMYRQALLWGCRCVELDVWKGRPPEEEPFITHGFTMTTEVPLRDVLEAIAETAFKTSPYPVILSFENHVDSAKQQAKMAEYCRSIFGDALLIEPLDKYPLAPGVPLPSPQDLMGRILVKNKKRHRPSAGGPDSAGRKRPLEQSNSALSESSAA.... The pIC50 is 3.9.